From a dataset of Forward reaction prediction with 1.9M reactions from USPTO patents (1976-2016). Predict the product of the given reaction. (1) Given the reactants [CH3:1][CH:2]1[NH:7][C:6](=[O:8])[CH2:5][NH:4][C:3]1=[O:9], predict the reaction product. The product is: [C:6]([N:4]1[CH2:5][C:6](=[O:8])[N:7]([C:3](=[O:9])[CH3:2])[CH:2]([CH3:1])[C:3]1=[O:9])(=[O:8])[CH3:5]. (2) Given the reactants [F:1][C:2]1[CH:3]=[C:4]([N:9]2[CH2:13][CH2:12][CH2:11][C@@H:10]2[C:14]2[CH:15]=[C:16]([C:31]([OH:33])=O)[CH:17]=[C:18]3[C:23]=2[O:22][C:21]([N:24]2[CH2:29][CH2:28][O:27][CH2:26][CH2:25]2)=[CH:20][C:19]3=[O:30])[CH:5]=[C:6]([F:8])[CH:7]=1.CCN(C(C)C)C(C)C.[CH3:43][N:44]1[CH2:49][CH2:48][NH:47][CH2:46][CH2:45]1, predict the reaction product. The product is: [F:8][C:6]1[CH:5]=[C:4]([N:9]2[CH2:13][CH2:12][CH2:11][C@@H:10]2[C:14]2[CH:15]=[C:16]([C:31]([N:47]3[CH2:48][CH2:49][N:44]([CH3:43])[CH2:45][CH2:46]3)=[O:33])[CH:17]=[C:18]3[C:23]=2[O:22][C:21]([N:24]2[CH2:29][CH2:28][O:27][CH2:26][CH2:25]2)=[CH:20][C:19]3=[O:30])[CH:3]=[C:2]([F:1])[CH:7]=1. (3) Given the reactants C(OC(=O)[NH:10][CH:11]1[CH2:23][C:22]2[C:21]3[C:16](=[CH:17][CH:18]=[C:19]([O:24][C:25]([F:28])([F:27])[F:26])[CH:20]=3)[N:15]([CH2:29][C:30]3[CH:35]=[CH:34][CH:33]=[C:32]([F:36])[N:31]=3)[C:14]=2[CH2:13][CH2:12]1)C1C=CC=CC=1.[H][H], predict the reaction product. The product is: [F:36][C:32]1[N:31]=[C:30]([CH2:29][N:15]2[C:14]3[CH2:13][CH2:12][CH:11]([NH2:10])[CH2:23][C:22]=3[C:21]3[C:16]2=[CH:17][CH:18]=[C:19]([O:24][C:25]([F:28])([F:26])[F:27])[CH:20]=3)[CH:35]=[CH:34][CH:33]=1. (4) The product is: [C:32]([N:29]1[CH2:30][CH2:31][C@@H:27]([NH:26][C:9]2[CH:8]=[CH:7][C:3]([C:4]([NH2:6])=[O:5])=[C:2]([O:25][C:22]3[CH:21]=[CH:20][C:19]([O:12][C:13]4[CH:18]=[CH:17][CH:16]=[CH:15][CH:14]=4)=[CH:24][CH:23]=3)[N:10]=2)[CH2:28]1)(=[O:34])[CH:39]=[CH2:40]. Given the reactants Cl[C:2]1[N:10]=[C:9](Cl)[CH:8]=[CH:7][C:3]=1[C:4]([NH2:6])=[O:5].[O:12]([C:19]1[CH:24]=[CH:23][C:22]([OH:25])=[CH:21][CH:20]=1)[C:13]1[CH:18]=[CH:17][CH:16]=[CH:15][CH:14]=1.[NH2:26][C@@H:27]1[CH2:31][CH2:30][N:29]([C:32]([O:34]C(C)(C)C)=O)[CH2:28]1.[C:39](O)(=O)[CH:40]=C, predict the reaction product. (5) Given the reactants [OH:1][C:2]1[CH:12]=[CH:11][C:5]([C:6]([O:8][CH2:9][CH3:10])=[O:7])=[CH:4][C:3]=1[O:13][CH3:14].C[N:16]([C:20]([O:22][CH2:23][C:24]1[CH:29]=[CH:28][CH:27]=[CH:26][CH:25]=1)=[O:21])[CH2:17][CH2:18]O.[CH:30]1C=CC(P(C2C=CC=CC=2)C2C=CC=CC=2)=CC=1.CC(OC(/N=N/C(OC(C)C)=O)=O)C, predict the reaction product. The product is: [CH3:14][O:13][C:3]1[CH:4]=[C:5]([CH:11]=[CH:12][C:2]=1[O:1][CH2:30][CH:17]([CH3:18])[NH:16][C:20]([O:22][CH2:23][C:24]1[CH:29]=[CH:28][CH:27]=[CH:26][CH:25]=1)=[O:21])[C:6]([O:8][CH2:9][CH3:10])=[O:7]. (6) Given the reactants [CH:1](=O)[CH2:2][CH2:3][CH2:4][CH2:5][CH2:6][CH3:7].[CH2:9]([O:16][NH2:17])[C:10]1[CH:15]=[CH:14][CH:13]=[CH:12][CH:11]=1, predict the reaction product. The product is: [CH2:9]([O:16][N:17]=[CH:1][CH2:2][CH2:3][CH2:4][CH2:5][CH2:6][CH3:7])[C:10]1[CH:15]=[CH:14][CH:13]=[CH:12][CH:11]=1.